This data is from Reaction yield outcomes from USPTO patents with 853,638 reactions. The task is: Predict the reaction yield, written as a fraction of the theoretical maximum amount of product (1.0 means a 100% yield; for example, 0.34 means a 34% yield). (1) The reactants are [Cl:1][C:2]1[N:3]=[C:4](Cl)[C:5]2[CH2:10][CH2:9][CH:8]([C:11]3[CH:16]=[CH:15][C:14]([F:17])=[CH:13][CH:12]=3)[C:6]=2[N:7]=1.[CH2:19]([CH:21]1[CH2:25][CH2:24][CH2:23][NH:22]1)[CH3:20]. No catalyst specified. The product is [Cl:1][C:2]1[N:3]=[C:4]([N:22]2[CH2:23][CH2:24][CH2:25][CH:21]2[CH2:19][CH3:20])[C:5]2[CH2:10][CH2:9][CH:8]([C:11]3[CH:16]=[CH:15][C:14]([F:17])=[CH:13][CH:12]=3)[C:6]=2[N:7]=1. The yield is 0.320. (2) The reactants are [OH:1][CH2:2][CH2:3][N:4]1[C:16]2[CH2:15][CH2:14][CH2:13][CH:12]([C:17]([N:19]3[CH2:24][CH2:23][CH2:22][CH2:21][CH2:20]3)=[O:18])[C:11]=2[C:10]2[C:5]1=[CH:6][CH:7]=[CH:8][CH:9]=2.N1C=CC=CC=1.[CH3:31][S:32](Cl)(=[O:34])=[O:33]. The catalyst is ClCCl. The product is [N:19]1([C:17]([CH:12]2[C:11]3[C:10]4[C:5](=[CH:6][CH:7]=[CH:8][CH:9]=4)[N:4]([CH2:3][CH2:2][O:1][S:32]([CH3:31])(=[O:34])=[O:33])[C:16]=3[CH2:15][CH2:14][CH2:13]2)=[O:18])[CH2:24][CH2:23][CH2:22][CH2:21][CH2:20]1. The yield is 0.820.